From a dataset of Full USPTO retrosynthesis dataset with 1.9M reactions from patents (1976-2016). Predict the reactants needed to synthesize the given product. (1) Given the product [F:10][C:11]1[CH:16]=[CH:15][C:14]([CH:17]2[CH2:18][CH2:19][N:20]([C:2]3[CH:7]=[C:6]([NH:29][NH2:30])[N:5]=[CH:4][N:3]=3)[CH2:21][CH2:22]2)=[CH:13][CH:12]=1, predict the reactants needed to synthesize it. The reactants are: Cl[C:2]1[CH:7]=[C:6](Cl)[N:5]=[CH:4][N:3]=1.Cl.[F:10][C:11]1[CH:16]=[CH:15][C:14]([CH:17]2[CH2:22][CH2:21][NH:20][CH2:19][CH2:18]2)=[CH:13][CH:12]=1.C(=O)([O-])[O-].[K+].[K+].[NH2:29][NH2:30]. (2) Given the product [Br:29][C:15]1[CH:14]=[CH:13][C:12]([N:4]([C:3]2[CH:18]=[CH:19][CH:20]=[CH:21][C:2]=2[CH3:1])[C:5]2[CH:10]=[CH:9][CH:8]=[CH:7][C:6]=2[CH3:11])=[CH:17][CH:16]=1, predict the reactants needed to synthesize it. The reactants are: [CH3:1][C:2]1[CH:21]=[CH:20][CH:19]=[CH:18][C:3]=1[N:4]([C:12]1[CH:17]=[CH:16][CH:15]=[CH:14][CH:13]=1)[C:5]1[CH:10]=[CH:9][CH:8]=[CH:7][C:6]=1[CH3:11].C1C(=O)N([Br:29])C(=O)C1.ClCCl.[Cl-].[Na+].O. (3) The reactants are: [CH:1]1([NH:5][S:6]([C:9]2[CH:14]=[C:13]([O:15][C:16]3[C:21]([Cl:22])=[CH:20][C:19]([N+:23]([O-:25])=[O:24])=[CH:18][C:17]=3[Cl:26])[CH:12]=[CH:11][C:10]=2[O:27]C)(=[O:8])=[O:7])[CH2:4][CH2:3][CH2:2]1.B(Br)(Br)Br. Given the product [CH:1]1([NH:5][S:6]([C:9]2[CH:14]=[C:13]([O:15][C:16]3[C:17]([Cl:26])=[CH:18][C:19]([N+:23]([O-:25])=[O:24])=[CH:20][C:21]=3[Cl:22])[CH:12]=[CH:11][C:10]=2[OH:27])(=[O:7])=[O:8])[CH2:2][CH2:3][CH2:4]1, predict the reactants needed to synthesize it. (4) Given the product [N:2]1[CH:7]=[CH:6][CH:5]=[C:4]([C:8]([NH2:11])=[NH:9])[N:3]=1, predict the reactants needed to synthesize it. The reactants are: [Na].[N:2]1[CH:7]=[CH:6][CH:5]=[C:4]([C:8]#[N:9])[N:3]=1.[Cl-].[NH4+:11].